From a dataset of Reaction yield outcomes from USPTO patents with 853,638 reactions. Predict the reaction yield, written as a fraction of the theoretical maximum amount of product (1.0 means a 100% yield; for example, 0.34 means a 34% yield). (1) The reactants are [Br:1][C:2]1[C:7]([CH3:8])=[CH:6][C:5]([OH:9])=[CH:4][C:3]=1[CH3:10].[CH3:11][S:12][CH2:13][CH2:14][CH2:15]O.C(P(CCCC)CCCC)CCC.N(C(N1CCCCC1)=O)=NC(N1CCCCC1)=O. The catalyst is C1(C)C=CC=CC=1.CCCCCC. The product is [Br:1][C:2]1[C:7]([CH3:8])=[CH:6][C:5]([O:9][CH2:15][CH2:14][CH2:13][S:12][CH3:11])=[CH:4][C:3]=1[CH3:10]. The yield is 0.870. (2) The reactants are [H-].[Na+].[Cl:3][C:4]1[CH:5]=[C:6]([C:11]2([CH3:23])[CH2:16][CH:15]([CH3:17])[CH2:14][C:13](=[O:18])[CH:12]2[C:19]([O:21][CH3:22])=[O:20])[CH:7]=[CH:8][C:9]=1[Cl:10].[P:24](Cl)([O:29][CH2:30][CH3:31])([O:26][CH2:27][CH3:28])=[O:25].[Cl-].[NH4+]. The catalyst is C(OCC)C. The product is [Cl:3][C:4]1[CH:5]=[C:6]([C:11]2([CH3:23])[C:12]([C:19]([O:21][CH3:22])=[O:20])=[C:13]([O:18][P:24]([O:29][CH2:30][CH3:31])([O:26][CH2:27][CH3:28])=[O:25])[CH2:14][CH:15]([CH3:17])[CH2:16]2)[CH:7]=[CH:8][C:9]=1[Cl:10]. The yield is 1.00.